From a dataset of Reaction yield outcomes from USPTO patents with 853,638 reactions. Predict the reaction yield, written as a fraction of the theoretical maximum amount of product (1.0 means a 100% yield; for example, 0.34 means a 34% yield). (1) The reactants are [Si]([O:8][C:9]1[C:10]([F:28])=[C:11]([C:21]2[N:22]=[CH:23][C:24]([NH2:27])=[N:25][CH:26]=2)[CH:12]=[CH:13][C:14]=1[CH:15]1[CH2:20][CH2:19][CH2:18][CH2:17][CH2:16]1)(C(C)(C)C)(C)C.[F-].C([N+](CCCC)(CCCC)CCCC)CCC. The catalyst is C1COCC1. The product is [NH2:27][C:24]1[N:25]=[CH:26][C:21]([C:11]2[C:10]([F:28])=[C:9]([OH:8])[C:14]([CH:15]3[CH2:20][CH2:19][CH2:18][CH2:17][CH2:16]3)=[CH:13][CH:12]=2)=[N:22][CH:23]=1. The yield is 0.600. (2) The reactants are C(O)(=O)C(C)(C)C.C(=O)([O-])[O-].[K+].[K+].Br[C:15]1[CH:33]=[CH:32][C:31]([Cl:34])=[CH:30][C:16]=1[CH2:17][O:18][C:19]1[CH:28]=[C:27]2[C:22]([CH2:23][CH2:24][CH2:25][C:26]2=[O:29])=[CH:21][CH:20]=1. The catalyst is CC(N(C)C)=O.C([O-])(=O)C(C)(C)C.[Pd+2].C([O-])(=O)C(C)(C)C.FC1C=CC(P(C2C=CC(F)=CC=2)C2C=CC(F)=CC=2)=CC=1. The product is [Cl:34][C:31]1[CH:32]=[CH:33][C:15]2[C:20]3[CH:21]=[C:22]4[CH2:23][CH2:24][CH2:25][C:26](=[O:29])[C:27]4=[CH:28][C:19]=3[O:18][CH2:17][C:16]=2[CH:30]=1. The yield is 0.670. (3) The catalyst is C(O)C. The product is [CH3:3][O:4][C:5](=[O:27])[CH:6]([NH:15][C:16]([CH3:26])=[CH:17][C:18](=[O:25])[C:19]1[CH:24]=[CH:23][CH:22]=[CH:21][CH:20]=1)[CH2:7][C:8]1[CH:9]=[CH:10][C:11]([O:14][CH2:30][CH2:29][Br:28])=[CH:12][CH:13]=1. The yield is 0.170. The reactants are [OH-].[K+].[CH3:3][O:4][C:5](=[O:27])[CH:6]([NH:15][C:16]([CH3:26])=[CH:17][C:18](=[O:25])[C:19]1[CH:24]=[CH:23][CH:22]=[CH:21][CH:20]=1)[CH2:7][C:8]1[CH:13]=[CH:12][C:11]([OH:14])=[CH:10][CH:9]=1.[Br:28][CH2:29][CH2:30]Br. (4) The reactants are [F:1][CH:2]([F:25])[O:3][C:4]1[CH:13]=[C:12]2[C:7]([C:8](=O)[CH2:9][C@H:10]([C:14]3[CH:15]=[C:16]([CH:21]=[CH:22][CH:23]=3)[C:17]([O:19][CH3:20])=[O:18])[O:11]2)=[CH:6][CH:5]=1.Cl.[CH3:27][O:28][NH2:29].C([O-])(=O)C.[Na+]. The catalyst is CO. The product is [F:1][CH:2]([F:25])[O:3][C:4]1[CH:13]=[C:12]2[C:7]([C:8](=[N:29][O:28][CH3:27])[CH2:9][C@H:10]([C:14]3[CH:15]=[C:16]([CH:21]=[CH:22][CH:23]=3)[C:17]([O:19][CH3:20])=[O:18])[O:11]2)=[CH:6][CH:5]=1. The yield is 0.890. (5) The reactants are [CH2:1]([O:3][C:4]([C:6]1[S:10][C:9]([NH2:11])=[N:8][C:7]=1[C:12]([F:15])([F:14])[F:13])=[O:5])[CH3:2].[C:16]([O:20][C:21]([O:23]C(OC(C)(C)C)=O)=[O:22])([CH3:19])([CH3:18])[CH3:17]. The catalyst is CN(C)C1C=CN=CC=1.ClCCl. The product is [CH2:1]([O:3][C:4]([C:6]1[S:10][C:9]([NH:11][O:23][C:21]([O:20][C:16]([CH3:19])([CH3:18])[CH3:17])=[O:22])=[N:8][C:7]=1[C:12]([F:14])([F:15])[F:13])=[O:5])[CH3:2]. The yield is 0.920.